From a dataset of Forward reaction prediction with 1.9M reactions from USPTO patents (1976-2016). Predict the product of the given reaction. (1) Given the reactants [CH2:1]([NH:8][C:9]([C:11]1[CH:20]=[CH:19][C:14]([C:15]([O:17][CH3:18])=[O:16])=[C:13]([OH:21])[C:12]=1[OH:22])=[O:10])[C:2]1[CH:7]=[CH:6][CH:5]=[CH:4][CH:3]=1.[N+:23](C1C=C(CN)C=CC=1)([O-:25])=[O:24], predict the reaction product. The product is: [N+:23]([C:6]1[CH:7]=[C:2]([CH:3]=[CH:4][CH:5]=1)[CH2:1][NH:8][C:9]([C:11]1[CH:20]=[CH:19][C:14]([C:15]([O:17][CH3:18])=[O:16])=[C:13]([OH:21])[C:12]=1[OH:22])=[O:10])([O-:25])=[O:24]. (2) Given the reactants [F:1][C:2]([F:22])([F:21])[C:3]1[CH:4]=[C:5]([CH:14]=[C:15]([C:17]([F:20])([F:19])[F:18])[CH:16]=1)[CH2:6][NH:7][C:8]1[N:9]=[N:10][N:11]([CH3:13])[CH:12]=1.[H-].[Na+].Br[CH2:26][C:27]1[CH:32]=[C:31]([C:33]([F:36])([F:35])[F:34])[CH:30]=[CH:29][C:28]=1[C:37]1[CH:42]=[C:41]([CH:43]([CH3:45])[CH3:44])[C:40]([F:46])=[CH:39][C:38]=1[O:47][CH3:48], predict the reaction product. The product is: [F:22][C:2]([F:1])([F:21])[C:3]1[CH:4]=[C:5]([CH:14]=[C:15]([C:17]([F:19])([F:20])[F:18])[CH:16]=1)[CH2:6][N:7]([CH2:26][C:27]1[CH:32]=[C:31]([C:33]([F:34])([F:35])[F:36])[CH:30]=[CH:29][C:28]=1[C:37]1[CH:42]=[C:41]([CH:43]([CH3:45])[CH3:44])[C:40]([F:46])=[CH:39][C:38]=1[O:47][CH3:48])[C:8]1[N:9]=[N:10][N:11]([CH3:13])[CH:12]=1. (3) Given the reactants [Cl:1][C:2]1[CH:7]=[CH:6][C:5]([C:8]([C:16]2[CH:17]=[C:18]3[C:23](=[CH:24][CH:25]=2)[N:22]=[C:21](Cl)[C:20]([C:27]2[CH:32]=[CH:31][CH:30]=[CH:29][CH:28]=2)=[C:19]3[Cl:33])([C:10]2[N:14]([CH3:15])[CH:13]=[N:12][CH:11]=2)[OH:9])=[CH:4][CH:3]=1.[OH:34][CH2:35][CH2:36][NH:37]C(=O)C(F)(F)F.C1(C)C=CC=CC=1.[H-].[Na+], predict the reaction product. The product is: [NH2:37][CH2:36][CH2:35][O:34][C:21]1[C:20]([C:27]2[CH:28]=[CH:29][CH:30]=[CH:31][CH:32]=2)=[C:19]([Cl:33])[C:18]2[C:23](=[CH:24][CH:25]=[C:16]([C:8]([C:5]3[CH:4]=[CH:3][C:2]([Cl:1])=[CH:7][CH:6]=3)([C:10]3[N:14]([CH3:15])[CH:13]=[N:12][CH:11]=3)[OH:9])[CH:17]=2)[N:22]=1. (4) Given the reactants [F:1][C:2]1[CH:7]=[CH:6][C:5]([S:8]([C:11]2[C:12]([CH:24]([CH3:26])[CH3:25])=[CH:13][C:14]([CH:21]([CH3:23])[CH3:22])=[C:15]([S:17](Cl)(=[O:19])=[O:18])[CH:16]=2)(=[O:10])=[O:9])=[CH:4][CH:3]=1.[O:27]1[CH2:32][CH2:31][CH:30]([CH2:33][NH2:34])[CH2:29][CH2:28]1, predict the reaction product. The product is: [F:1][C:2]1[CH:7]=[CH:6][C:5]([S:8]([C:11]2[C:12]([CH:24]([CH3:26])[CH3:25])=[CH:13][C:14]([CH:21]([CH3:23])[CH3:22])=[C:15]([S:17]([NH:34][CH2:33][CH:30]3[CH2:31][CH2:32][O:27][CH2:28][CH2:29]3)(=[O:19])=[O:18])[CH:16]=2)(=[O:10])=[O:9])=[CH:4][CH:3]=1.[CH:21]([C:14]1[CH:13]=[C:12]([CH:24]([CH3:25])[CH3:26])[CH:11]=[CH:16][C:15]=1[S:17]([NH:34][CH2:33][CH:30]1[CH2:31][CH2:32][O:27][CH2:28][CH2:29]1)(=[O:18])=[O:19])([CH3:22])[CH3:23]. (5) The product is: [CH3:2][O:3][C:4]([C@H:6]1[CH2:11][CH2:10][CH2:9][CH2:8][C@H:7]1[NH2:12])=[O:5]. Given the reactants Cl.[CH3:2][O:3][C:4]([C@H:6]1[CH2:11][CH2:10][CH2:9][CH2:8][C@H:7]1[NH:12]C(OC(C)(C)C)=O)=[O:5].C1(C)C=CC=CC=1, predict the reaction product. (6) Given the reactants CO[C:3]([C:5]1[N:6]=[CH:7][C:8]2[C:9](=[O:23])[N:10]([CH2:16][C:17]3[CH:22]=[CH:21][CH:20]=[CH:19][CH:18]=3)[CH:11]=[CH:12][C:13]=2[C:14]=1[OH:15])=[O:4].[OH-].[Na+].C1C=CC2N(O)N=NC=2C=1.C(Cl)CCl.Cl.[CH2:41]([O:43][C:44]([C:46]1([NH2:49])[CH2:48][CH2:47]1)=[O:45])[CH3:42].CCN(C(C)C)C(C)C, predict the reaction product. The product is: [CH2:41]([O:43][C:44]([C:46]1([NH:49][C:3]([C:5]2[N:6]=[CH:7][C:8]3[C:9](=[O:23])[N:10]([CH2:16][C:17]4[CH:22]=[CH:21][CH:20]=[CH:19][CH:18]=4)[CH:11]=[CH:12][C:13]=3[C:14]=2[OH:15])=[O:4])[CH2:48][CH2:47]1)=[O:45])[CH3:42]. (7) The product is: [Cl:1][CH2:2][Cl:3].[C:6]1(=[O:7])[CH2:8][CH2:10][CH2:9][CH2:5][CH2:4]1.[CH3:10][OH:11].[CH3:9][CH2:10][CH2:12][CH2:5][CH2:4][CH3:6]. Given the reactants [Cl:1][CH2:2][Cl:3].[CH2:4]([C:6]([CH3:8])=[O:7])[CH3:5].[CH3:9][C:10]([CH3:12])=[O:11], predict the reaction product. (8) Given the reactants [F:1][C:2]1[CH:7]=[CH:6][C:5]([C:8]2[C:9]([CH:14]=O)=[CH:10][CH:11]=[CH:12][CH:13]=2)=[CH:4][CH:3]=1.[C@@H:16]1([NH2:26])[C:25]2[C:20](=[CH:21][CH:22]=[CH:23][CH:24]=2)[CH2:19][CH2:18][CH2:17]1, predict the reaction product. The product is: [F:1][C:2]1[CH:7]=[CH:6][C:5]([C:8]2[CH:13]=[CH:12][CH:11]=[CH:10][C:9]=2[CH2:14][NH:26][C@@H:16]2[C:25]3[C:20](=[CH:21][CH:22]=[CH:23][CH:24]=3)[CH2:19][CH2:18][CH2:17]2)=[CH:4][CH:3]=1. (9) The product is: [CH2:1]([O:8][C:9]1[CH:14]=[CH:13][N:12]([CH2:26][C:25]2[CH:28]=[CH:29][CH:30]=[C:23]([F:22])[CH:24]=2)[C:11](=[O:15])[CH:10]=1)[C:2]1[CH:3]=[CH:4][CH:5]=[CH:6][CH:7]=1. Given the reactants [CH2:1]([O:8][C:9]1[CH:14]=[CH:13][NH:12][C:11](=[O:15])[CH:10]=1)[C:2]1[CH:7]=[CH:6][CH:5]=[CH:4][CH:3]=1.C([O-])([O-])=O.[K+].[K+].[F:22][C:23]1[CH:24]=[C:25]([CH:28]=[CH:29][CH:30]=1)[CH2:26]Br, predict the reaction product. (10) Given the reactants [N:1]1([CH2:14][C:15]([NH:17][C@H:18]([C:28]2[C:33]([C:34]3[CH:35]=[CH:36][C:37]([F:43])=[C:38]([CH:42]=3)[C:39]([NH2:41])=[O:40])=[CH:32][CH:31]=[CH:30][N:29]=2)[CH2:19][C:20]2[CH:25]=[C:24]([F:26])[CH:23]=[C:22]([F:27])[CH:21]=2)=[O:16])[C:9]2[C:4](=[CH:5][CH:6]=[C:7]3C=CC=[CH:10][C:8]3=2)[CH:3]=[CH:2]1.N1C2C(=CC=C3C=CC=CC3=2)C=C1, predict the reaction product. The product is: [F:27][C:22]1[CH:21]=[C:20]([CH2:19][C@@H:18]([C:28]2[C:33]([C:34]3[CH:35]=[CH:36][C:37]([F:43])=[C:38]([CH:42]=3)[C:39]([NH2:41])=[O:40])=[CH:32][CH:31]=[CH:30][N:29]=2)[NH:17][C:15](=[O:16])[CH2:14][N:1]2[C:5]3[C:4](=[CH:9][C:8]([CH3:10])=[CH:7][CH:6]=3)[CH:3]=[CH:2]2)[CH:25]=[C:24]([F:26])[CH:23]=1.